From a dataset of NCI-60 drug combinations with 297,098 pairs across 59 cell lines. Regression. Given two drug SMILES strings and cell line genomic features, predict the synergy score measuring deviation from expected non-interaction effect. (1) Drug 1: CCC(=C(C1=CC=CC=C1)C2=CC=C(C=C2)OCCN(C)C)C3=CC=CC=C3.C(C(=O)O)C(CC(=O)O)(C(=O)O)O. Drug 2: CC(C)CN1C=NC2=C1C3=CC=CC=C3N=C2N. Cell line: SF-268. Synergy scores: CSS=0.0220, Synergy_ZIP=0.626, Synergy_Bliss=-0.0163, Synergy_Loewe=-1.61, Synergy_HSA=-1.34. (2) Drug 1: C1C(C(OC1N2C=NC3=C(N=C(N=C32)Cl)N)CO)O. Drug 2: CC1=C(C(CCC1)(C)C)C=CC(=CC=CC(=CC(=O)O)C)C. Cell line: NCI/ADR-RES. Synergy scores: CSS=36.6, Synergy_ZIP=2.42, Synergy_Bliss=2.46, Synergy_Loewe=-17.4, Synergy_HSA=1.24. (3) Drug 1: CC12CCC3C(C1CCC2O)C(CC4=C3C=CC(=C4)O)CCCCCCCCCS(=O)CCCC(C(F)(F)F)(F)F. Drug 2: CC1CCCC2(C(O2)CC(NC(=O)CC(C(C(=O)C(C1O)C)(C)C)O)C(=CC3=CSC(=N3)C)C)C. Cell line: PC-3. Synergy scores: CSS=41.5, Synergy_ZIP=2.07, Synergy_Bliss=2.00, Synergy_Loewe=-2.59, Synergy_HSA=3.74. (4) Cell line: NCI-H522. Synergy scores: CSS=0.654, Synergy_ZIP=0.829, Synergy_Bliss=0.347, Synergy_Loewe=-0.115, Synergy_HSA=-2.15. Drug 2: C#CCC(CC1=CN=C2C(=N1)C(=NC(=N2)N)N)C3=CC=C(C=C3)C(=O)NC(CCC(=O)O)C(=O)O. Drug 1: CC(C)(C#N)C1=CC(=CC(=C1)CN2C=NC=N2)C(C)(C)C#N. (5) Synergy scores: CSS=13.6, Synergy_ZIP=-4.24, Synergy_Bliss=-1.21, Synergy_Loewe=-1.82, Synergy_HSA=-0.220. Drug 1: C1CCC(C1)C(CC#N)N2C=C(C=N2)C3=C4C=CNC4=NC=N3. Cell line: HOP-92. Drug 2: CC1CCC2CC(C(=CC=CC=CC(CC(C(=O)C(C(C(=CC(C(=O)CC(OC(=O)C3CCCCN3C(=O)C(=O)C1(O2)O)C(C)CC4CCC(C(C4)OC)OCCO)C)C)O)OC)C)C)C)OC. (6) Drug 1: C1=C(C(=O)NC(=O)N1)F. Drug 2: CC1CCC2CC(C(=CC=CC=CC(CC(C(=O)C(C(C(=CC(C(=O)CC(OC(=O)C3CCCCN3C(=O)C(=O)C1(O2)O)C(C)CC4CCC(C(C4)OC)O)C)C)O)OC)C)C)C)OC. Cell line: A549. Synergy scores: CSS=46.4, Synergy_ZIP=-3.38, Synergy_Bliss=-7.88, Synergy_Loewe=2.57, Synergy_HSA=3.71.